Regression. Given two drug SMILES strings and cell line genomic features, predict the synergy score measuring deviation from expected non-interaction effect. From a dataset of Merck oncology drug combination screen with 23,052 pairs across 39 cell lines. Drug 1: O=P1(N(CCCl)CCCl)NCCCO1. Drug 2: COC1=C2CC(C)CC(OC)C(O)C(C)C=C(C)C(OC(N)=O)C(OC)C=CC=C(C)C(=O)NC(=CC1=O)C2=O. Cell line: A427. Synergy scores: synergy=-2.18.